This data is from Catalyst prediction with 721,799 reactions and 888 catalyst types from USPTO. The task is: Predict which catalyst facilitates the given reaction. (1) Reactant: [C:1]([CH2:3]P(=O)(OCC)OCC)#[N:2].CC(C)([O-])C.[K+].[CH:18]1([CH:23]=O)[CH2:22][CH2:21][CH2:20][CH2:19]1. Product: [CH:18]1([CH:23]=[CH:3][C:1]#[N:2])[CH2:22][CH2:21][CH2:20][CH2:19]1. The catalyst class is: 1. (2) Reactant: [H-].[Na+].[NH:3]1[C:8]2[S:9][CH:10]=[CH:11][C:7]=2[C:6](=[O:12])[O:5][C:4]1=[O:13].[CH2:14](Br)[C:15]1[CH:20]=[CH:19][CH:18]=[CH:17][CH:16]=1. Product: [CH2:14]([N:3]1[C:8]2[S:9][CH:10]=[CH:11][C:7]=2[C:6](=[O:12])[O:5][C:4]1=[O:13])[C:15]1[CH:20]=[CH:19][CH:18]=[CH:17][CH:16]=1. The catalyst class is: 3.